Dataset: Catalyst prediction with 721,799 reactions and 888 catalyst types from USPTO. Task: Predict which catalyst facilitates the given reaction. (1) Reactant: [I:1][C:2]1[CH:3]=[C:4]2[C:8](=[CH:9][CH:10]=1)[NH:7][C:6](=[O:11])[C:5]2=O.[CH3:13][C:14]1[CH:19]=[CH:18][C:17]([S:20]([CH2:23][C:24]([NH:26][NH2:27])=[O:25])(=[O:22])=[O:21])=[CH:16][CH:15]=1. Product: [I:1][C:2]1[CH:3]=[C:4]2[C:8](=[CH:9][CH:10]=1)[NH:7][C:6](=[O:11])[C:5]2=[N:27][NH:26][C:24](=[O:25])[CH2:23][S:20]([C:17]1[CH:18]=[CH:19][C:14]([CH3:13])=[CH:15][CH:16]=1)(=[O:21])=[O:22]. The catalyst class is: 15. (2) Reactant: [CH3:1][C:2]1[CH:7]=[CH:6][C:5]([S:8]([C:11]2[CH:12]=[N:13][C:14]3[C:19]([C:20]=2[N:21]2[CH2:26][CH2:25][CH:24]([CH3:27])[CH2:23][CH2:22]2)=[CH:18][CH:17]=[CH:16][CH:15]=3)(=[O:10])=[O:9])=[CH:4][CH:3]=1.[ClH:28]. Product: [ClH:28].[CH3:1][C:2]1[CH:3]=[CH:4][C:5]([S:8]([C:11]2[CH:12]=[N:13][C:14]3[C:19]([C:20]=2[N:21]2[CH2:26][CH2:25][CH:24]([CH3:27])[CH2:23][CH2:22]2)=[CH:18][CH:17]=[CH:16][CH:15]=3)(=[O:9])=[O:10])=[CH:6][CH:7]=1. The catalyst class is: 13.